From a dataset of Catalyst prediction with 721,799 reactions and 888 catalyst types from USPTO. Predict which catalyst facilitates the given reaction. Reactant: [Cl:1][C:2]1[C:3]2[CH:10]=[CH:9][N:8]([C@H:11]3[C@:15]([C:17]#[CH:18])([OH:16])[C@H:14]([O:19]C(=O)C4C=CC(C)=CC=4)[C@@H:13]([CH2:29][O:30]C(=O)C4C=CC(C)=CC=4)[O:12]3)[C:4]=2[N:5]=[CH:6][N:7]=1.C[O-].[Na+].Cl. Product: [Cl:1][C:2]1[C:3]2[CH:10]=[CH:9][N:8]([C@H:11]3[C@:15]([C:17]#[CH:18])([OH:16])[C@H:14]([OH:19])[C@@H:13]([CH2:29][OH:30])[O:12]3)[C:4]=2[N:5]=[CH:6][N:7]=1. The catalyst class is: 100.